This data is from Reaction yield outcomes from USPTO patents with 853,638 reactions. The task is: Predict the reaction yield, written as a fraction of the theoretical maximum amount of product (1.0 means a 100% yield; for example, 0.34 means a 34% yield). (1) The reactants are [C:1]([C:3]1[C:8]([C:9]2[N:13]([S:14]([C:17]3[CH:21]=[CH:20][S:19][CH:18]=3)(=[O:16])=[O:15])[CH:12]=[C:11]([CH2:22][N:23](C)[C:24](=O)OC(C)(C)C)[CH:10]=2)=[CH:7][CH:6]=[CH:5][N:4]=1)#[N:2].C(OCC)(=O)C.[ClH:38]. The catalyst is C(OCC)(=O)C.CC(O)C. The product is [ClH:38].[CH3:24][NH:23][CH2:22][C:11]1[CH:10]=[C:9]([C:8]2[C:3]([C:1]#[N:2])=[N:4][CH:5]=[CH:6][CH:7]=2)[N:13]([S:14]([C:17]2[CH:21]=[CH:20][S:19][CH:18]=2)(=[O:16])=[O:15])[CH:12]=1. The yield is 0.780. (2) The reactants are [CH3:1][NH:2][CH2:3][CH2:4][C:5]#[C:6][C:7]1[CH:12]=[CH:11][CH:10]=[CH:9][N:8]=1.[CH3:13][O:14][C:15]1[CH:23]=[CH:22][CH:21]=[CH:20][C:16]=1[C:17](Cl)=[O:18]. No catalyst specified. The product is [CH3:13][O:14][C:15]1[CH:23]=[CH:22][CH:21]=[CH:20][C:16]=1[C:17]([N:2]([CH3:1])[CH2:3][CH2:4][C:5]#[C:6][C:7]1[CH:12]=[CH:11][CH:10]=[CH:9][N:8]=1)=[O:18]. The yield is 0.770. (3) The reactants are [NH2:1][C:2]1[C:10]([CH3:11])=[CH:9][CH:8]=[CH:7][C:3]=1[C:4]([NH2:6])=[O:5].Cl.[CH3:13][N:14]([CH3:21])[CH2:15][CH2:16][CH2:17][C:18](O)=O. No catalyst specified. The product is [CH3:11][C:10]1[CH:9]=[CH:8][CH:7]=[C:3]2[C:2]=1[N:1]=[C:18]([CH2:17][CH2:16][CH2:15][N:14]([CH3:21])[CH3:13])[NH:6][C:4]2=[O:5]. The yield is 0.0300.